This data is from Reaction yield outcomes from USPTO patents with 853,638 reactions. The task is: Predict the reaction yield, written as a fraction of the theoretical maximum amount of product (1.0 means a 100% yield; for example, 0.34 means a 34% yield). (1) The reactants are [Br:1][C:2]1[CH:3]=[C:4]([C:9]([OH:11])=[O:10])[S:5][C:6]=1[CH2:7][CH3:8].S(=O)(=O)(O)O.O.[CH3:18]O. No catalyst specified. The product is [Br:1][C:2]1[CH:3]=[C:4]([C:9]([O:11][CH3:18])=[O:10])[S:5][C:6]=1[CH2:7][CH3:8]. The yield is 1.00. (2) The reactants are Cl[C:2]1[CH:3]=[C:4]([NH:10][C:11]2[N:16]=[CH:15][C:14]([N:17]3[CH2:22][CH2:21][N:20]([C:23]([O:25][C:26]([CH3:29])([CH3:28])[CH3:27])=[O:24])[CH2:19][C@@H:18]3[CH3:30])=[CH:13][CH:12]=2)[C:5]([O:8][CH3:9])=[N:6][CH:7]=1.C([O:34][CH2:35][C:36]1[C:37]([N:51]2[CH2:62][CH2:61][N:60]3[C:53](=[CH:54][C:55]4[CH2:56][C:57]([CH3:64])([CH3:63])[CH2:58][C:59]=43)[C:52]2=[O:65])=[N:38][CH:39]=[CH:40][C:41]=1B1OC(C)(C)C(C)(C)O1)(=O)C.C1CCC(P(C2CCCCC2)C2CCCCC2)CC1.C([O-])([O-])=O.[Cs+].[Cs+].O.[OH-].[Li+]. The catalyst is C1C=CC(/C=C/C(/C=C/C2C=CC=CC=2)=O)=CC=1.C1C=CC(/C=C/C(/C=C/C2C=CC=CC=2)=O)=CC=1.C1C=CC(/C=C/C(/C=C/C2C=CC=CC=2)=O)=CC=1.[Pd].[Pd].O.O1CCOCC1. The product is [CH3:63][C:57]1([CH3:64])[CH2:56][C:55]2[CH:54]=[C:53]3[N:60]([CH2:61][CH2:62][N:51]([C:37]4[C:36]([CH2:35][OH:34])=[C:41]([C:2]5[CH:3]=[C:4]([NH:10][C:11]6[N:16]=[CH:15][C:14]([N:17]7[CH2:22][CH2:21][N:20]([C:23]([O:25][C:26]([CH3:27])([CH3:29])[CH3:28])=[O:24])[CH2:19][C@@H:18]7[CH3:30])=[CH:13][CH:12]=6)[C:5]([O:8][CH3:9])=[N:6][CH:7]=5)[CH:40]=[CH:39][N:38]=4)[C:52]3=[O:65])[C:59]=2[CH2:58]1. The yield is 0.270.